Dataset: Reaction yield outcomes from USPTO patents with 853,638 reactions. Task: Predict the reaction yield, written as a fraction of the theoretical maximum amount of product (1.0 means a 100% yield; for example, 0.34 means a 34% yield). (1) The reactants are [N+:1]([C:4]1[CH:5]=[C:6]([NH2:10])[CH:7]=[CH:8][CH:9]=1)([O-:3])=[O:2].[N:11]([O-])=O.[Na+].[Cl:15][Sn]Cl.O. The catalyst is O.Cl. The product is [ClH:15].[N+:1]([C:4]1[CH:5]=[C:6]([NH:10][NH2:11])[CH:7]=[CH:8][CH:9]=1)([O-:3])=[O:2]. The yield is 0.730. (2) The reactants are [ClH:1].CCOCC.[CH3:7][O:8][C:9]1[CH:14]=[CH:13][C:12]([C:15]2[CH:20]=[CH:19][N:18]([C:21]3[CH:22]=[CH:23][C:24]4[C:25]5[CH2:34][NH:33][CH2:32][CH2:31][C:26]=5[N:27]([CH3:30])[C:28]=4[CH:29]=3)[C:17](=[O:35])[CH:16]=2)=[CH:11][CH:10]=1. The catalyst is C(Cl)Cl. The product is [ClH:1].[CH3:7][O:8][C:9]1[CH:14]=[CH:13][C:12]([C:15]2[CH:20]=[CH:19][N:18]([C:21]3[CH:22]=[CH:23][C:24]4[C:25]5[CH2:34][NH:33][CH2:32][CH2:31][C:26]=5[N:27]([CH3:30])[C:28]=4[CH:29]=3)[C:17](=[O:35])[CH:16]=2)=[CH:11][CH:10]=1. The yield is 0.950. (3) The reactants are [C:1]([O:5][C:6]([N:8]1[CH2:12][CH2:11][C@@H:10]([C:13]2[CH:18]=[CH:17][C:16]([S:19]CC[Si](C)(C)C)=[CH:15][CH:14]=2)[CH2:9]1)=[O:7])([CH3:4])([CH3:3])[CH3:2].[F-].C([N+](CCCC)(CCCC)CCCC)CCC.OS([O-])(=O)=O.[K+].[O-]S([O-])(=O)=O.[Na+].[Na+]. No catalyst specified. The product is [C:1]([O:5][C:6]([N:8]1[CH2:12][CH2:11][C@@H:10]([C:13]2[CH:18]=[CH:17][C:16]([SH:19])=[CH:15][CH:14]=2)[CH2:9]1)=[O:7])([CH3:4])([CH3:2])[CH3:3]. The yield is 0.640.